This data is from Full USPTO retrosynthesis dataset with 1.9M reactions from patents (1976-2016). The task is: Predict the reactants needed to synthesize the given product. (1) Given the product [F:3][C:4]1[CH:9]=[CH:8][C:7](/[CH:10]=[CH:11]/[C:12]2[CH:13]=[CH:14][C:15]([S:18]([C:21]3[C:26]([NH:27][S:29]([CH3:28])(=[O:31])=[O:30])=[CH:25][CH:24]=[CH:23][N:22]=3)(=[O:19])=[O:20])=[CH:16][CH:17]=2)=[CH:6][CH:5]=1, predict the reactants needed to synthesize it. The reactants are: [H-].[Na+].[F:3][C:4]1[CH:9]=[CH:8][C:7](/[CH:10]=[CH:11]/[C:12]2[CH:17]=[CH:16][C:15]([S:18]([C:21]3[C:26]([NH2:27])=[CH:25][CH:24]=[CH:23][N:22]=3)(=[O:20])=[O:19])=[CH:14][CH:13]=2)=[CH:6][CH:5]=1.[CH3:28][S:29](Cl)(=[O:31])=[O:30]. (2) Given the product [Cl:15][C:16]1[CH:17]=[C:18]2[C:22](=[C:23]([Cl:25])[CH:24]=1)[N:21]([CH2:1][CH2:2][CH3:3])[C:20](=[O:26])[C:19]2=[O:27], predict the reactants needed to synthesize it. The reactants are: [CH2:1](N1C2C(=CC=CC=2)C(=O)C1=O)[CH2:2][CH3:3].[Cl:15][C:16]1[CH:17]=[C:18]2[C:22](=[C:23]([Cl:25])[CH:24]=1)[NH:21][C:20](=[O:26])[C:19]2=[O:27].BrCCC. (3) Given the product [CH2:1]([C:8]1([O:52][CH3:53])[CH2:9][CH2:10][CH:11]([N:14]2[CH2:19][CH2:18][N:17]([C:20](=[NH:21])[NH:24][S:25]([C:28]3[CH:33]=[CH:32][C:31]([NH:34][C@@H:35]([CH2:41][S:42][C:43]4[CH:44]=[CH:45][CH:46]=[CH:47][CH:48]=4)[CH2:36][CH2:37][N:38]([CH3:39])[CH3:40])=[C:30]([N+:49]([O-:51])=[O:50])[CH:29]=3)(=[O:27])=[O:26])[CH2:16][CH2:15]2)[CH2:12][CH2:13]1)[C:2]1[CH:7]=[CH:6][CH:5]=[CH:4][CH:3]=1, predict the reactants needed to synthesize it. The reactants are: [CH2:1]([C:8]1([O:52][CH3:53])[CH2:13][CH2:12][CH:11]([N:14]2[CH2:19][CH2:18][N:17]([C:20](=[N:24][S:25]([C:28]3[CH:33]=[CH:32][C:31]([NH:34][C@@H:35]([CH2:41][S:42][C:43]4[CH:48]=[CH:47][CH:46]=[CH:45][CH:44]=4)[CH2:36][CH2:37][N:38]([CH3:40])[CH3:39])=[C:30]([N+:49]([O-:51])=[O:50])[CH:29]=3)(=[O:27])=[O:26])[NH:21]C#N)[CH2:16][CH2:15]2)[CH2:10][CH2:9]1)[C:2]1[CH:7]=[CH:6][CH:5]=[CH:4][CH:3]=1. (4) Given the product [N:25]1([C:31]2[N:36]=[CH:35][C:34]([NH:37][C:9]([C:11]3[O:15][C:14]([C:16]4[CH:21]=[CH:20][CH:19]=[CH:18][C:17]=4[Cl:22])=[N:13][C:12]=3[CH2:23][CH3:24])=[O:10])=[CH:33][CH:32]=2)[CH2:30][CH2:29][O:28][CH2:27][CH2:26]1, predict the reactants needed to synthesize it. The reactants are: O=C1CCC(=O)N1O[C:9]([C:11]1[O:15][C:14]([C:16]2[CH:21]=[CH:20][CH:19]=[CH:18][C:17]=2[Cl:22])=[N:13][C:12]=1[CH2:23][CH3:24])=[O:10].[N:25]1([C:31]2[N:36]=[CH:35][C:34]([NH2:37])=[CH:33][CH:32]=2)[CH2:30][CH2:29][O:28][CH2:27][CH2:26]1. (5) The reactants are: C(NC(C)C)(C)C.C([Li])CCC.CCCCCC.[Br:19][C:20]1[CH:21]=[C:22]2[C:27](=[CH:28][CH:29]=1)[N:26]=[C:25]([CH3:30])[CH:24]=[CH:23]2.Cl[C:32]([O:34][CH2:35][CH3:36])=[O:33]. Given the product [Br:19][C:20]1[CH:21]=[C:22]2[C:27](=[CH:28][CH:29]=1)[N:26]=[C:25]([CH2:30][C:32]([O:34][CH2:35][CH3:36])=[O:33])[CH:24]=[CH:23]2, predict the reactants needed to synthesize it. (6) Given the product [ClH:23].[NH2:13][CH:11]([C:8]1[CH:9]=[CH:10][C:5]2[C:4]([CH3:21])([CH3:22])[O:3][B:2]([OH:1])[C:6]=2[CH:7]=1)[CH3:12], predict the reactants needed to synthesize it. The reactants are: [OH:1][B:2]1[C:6]2[CH:7]=[C:8]([CH:11]([NH:13]C(=O)OC(C)(C)C)[CH3:12])[CH:9]=[CH:10][C:5]=2[C:4]([CH3:22])([CH3:21])[O:3]1.[ClH:23].O. (7) The reactants are: [F:1][C:2]1[CH:23]=[CH:22][CH:21]=[C:20]([F:24])[C:3]=1[CH2:4][O:5][C:6]1[C:7]2[N:8]([C:13]([C:17]([OH:19])=O)=[C:14]([CH3:16])[N:15]=2)[CH:9]=[C:10]([CH3:12])[N:11]=1.[NH2:25][C@H:26]([CH2:29][CH2:30][CH2:31][CH3:32])[CH2:27][OH:28].C(N(CC)C(C)C)(C)C.CN(C(ON1N=NC2C=CC=NC1=2)=[N+](C)C)C.F[P-](F)(F)(F)(F)F. Given the product [F:24][C:20]1[CH:21]=[CH:22][CH:23]=[C:2]([F:1])[C:3]=1[CH2:4][O:5][C:6]1[C:7]2[N:8]([C:13]([C:17]([NH:25][C@H:26]([CH2:29][CH2:30][CH2:31][CH3:32])[CH2:27][OH:28])=[O:19])=[C:14]([CH3:16])[N:15]=2)[CH:9]=[C:10]([CH3:12])[N:11]=1, predict the reactants needed to synthesize it. (8) Given the product [CH2:1]([O:8][C:9]([NH:11][C@@H:12]([CH2:16][C:17]1[CH:18]=[C:19]([C:31]2[CH:36]=[CH:35][CH:34]=[CH:33][CH:32]=2)[C:20]([CH:23]2[S:27](=[O:29])(=[O:28])[NH:26][C:25](=[O:30])[CH2:24]2)=[CH:21][CH:22]=1)[C:13]([NH:64][CH2:65][CH2:66][CH2:67][CH2:68][O:69][C:70]1[CH:79]=[CH:78][CH:77]=[C:76]([OH:80])[C:71]=1[C:72]([O:74][CH3:75])=[O:73])=[O:14])=[O:10])[C:2]1[CH:7]=[CH:6][CH:5]=[CH:4][CH:3]=1, predict the reactants needed to synthesize it. The reactants are: [CH2:1]([O:8][C:9]([NH:11][C@@H:12]([CH2:16][C:17]1[CH:18]=[C:19]([C:31]2[CH:36]=[CH:35][CH:34]=[CH:33][CH:32]=2)[C:20]([CH:23]2[S:27](=[O:29])(=[O:28])[NH:26][C:25](=[O:30])[CH2:24]2)=[CH:21][CH:22]=1)[C:13](O)=[O:14])=[O:10])[C:2]1[CH:7]=[CH:6][CH:5]=[CH:4][CH:3]=1.F[P-](F)(F)(F)(F)F.N1(O[P+](N(C)C)(N(C)C)N(C)C)C2C=CC=CC=2N=N1.[NH2:64][CH2:65][CH2:66][CH2:67][CH2:68][O:69][C:70]1[CH:79]=[CH:78][CH:77]=[C:76]([OH:80])[C:71]=1[C:72]([O:74][CH3:75])=[O:73].C(N(CC)C(C)C)(C)C.